Dataset: Peptide-MHC class I binding affinity with 185,985 pairs from IEDB/IMGT. Task: Regression. Given a peptide amino acid sequence and an MHC pseudo amino acid sequence, predict their binding affinity value. This is MHC class I binding data. The peptide sequence is QEAYYRARAG. The MHC is HLA-B40:02 with pseudo-sequence HLA-B40:02. The binding affinity (normalized) is 0.365.